Predict which catalyst facilitates the given reaction. From a dataset of Catalyst prediction with 721,799 reactions and 888 catalyst types from USPTO. (1) The catalyst class is: 8. Product: [NH:1]1[C:5]2[CH:6]=[CH:7][C:8]([N:10]3[CH:20]([C:17]4[CH:18]=[CH:19][C:12]5=[N:11][S:15][N:14]=[C:13]5[CH:16]=4)[C:27]([C:28]([CH:30]4[CH2:32][CH2:31]4)=[O:29])=[C:26]([OH:33])[C:25]3=[O:24])=[CH:9][C:4]=2[N:3]=[CH:2]1. Reactant: [NH:1]1[C:5]2[CH:6]=[CH:7][C:8]([NH2:10])=[CH:9][C:4]=2[N:3]=[CH:2]1.[N:11]1[S:15][N:14]=[C:13]2[CH:16]=[C:17]([CH:20]=O)[CH:18]=[CH:19][C:12]=12.C([O:24][C:25](=O)[C:26](=[O:33])[CH2:27][C:28]([CH:30]1[CH2:32][CH2:31]1)=[O:29])C. (2) Reactant: [CH3:1][O:2][C:3]1[CH:8]=[CH:7][C:6]([C:9]2[O:13][N:12]=[CH:11][C:10]=2[C:14]([OH:16])=O)=[CH:5][CH:4]=1.[CH2:17]([NH:19][CH2:20][C:21]1[CH:26]=[CH:25][CH:24]=[CH:23][CH:22]=1)[CH3:18].CCCP1(OP(CCC)(=O)OP(CCC)(=O)O1)=O. Product: [CH2:20]([N:19]([CH2:17][CH3:18])[C:14]([C:10]1[CH:11]=[N:12][O:13][C:9]=1[C:6]1[CH:5]=[CH:4][C:3]([O:2][CH3:1])=[CH:8][CH:7]=1)=[O:16])[C:21]1[CH:26]=[CH:25][CH:24]=[CH:23][CH:22]=1. The catalyst class is: 66. (3) Reactant: Br[C:2]1[CH:7]=[C:6]([C:8]([F:11])([F:10])[F:9])[CH:5]=[C:4]([CH3:12])[N:3]=1.[Cu](C#N)[C:14]#[N:15].[I-].[Na+].O. Product: [C:14]([C:2]1[CH:7]=[C:6]([C:8]([F:11])([F:10])[F:9])[CH:5]=[C:4]([CH3:12])[N:3]=1)#[N:15]. The catalyst class is: 3. (4) Reactant: [CH3:1][O:2][C:3](=[O:37])[C:4]([O:7][C:8]1[CH:13]=[CH:12][C:11]([CH2:14][CH2:15][CH2:16][CH:17]2[CH2:21][N:20]([CH2:22][C:23]3[CH:28]=[CH:27][C:26]([C:29]([CH3:32])([CH3:31])[CH3:30])=[CH:25][CH:24]=3)[C:19](=[O:33])[N:18]2[CH3:34])=[CH:10][C:9]=1[CH:35]=[CH2:36])([CH3:6])[CH3:5]. Product: [CH3:1][O:2][C:3](=[O:37])[C:4]([O:7][C:8]1[CH:13]=[CH:12][C:11]([CH2:14][CH2:15][CH2:16][CH:17]2[CH2:21][N:20]([CH2:22][C:23]3[CH:24]=[CH:25][C:26]([C:29]([CH3:30])([CH3:31])[CH3:32])=[CH:27][CH:28]=3)[C:19](=[O:33])[N:18]2[CH3:34])=[CH:10][C:9]=1[CH2:35][CH3:36])([CH3:5])[CH3:6]. The catalyst class is: 8. (5) Reactant: ClC(Cl)(O[C:5](=[O:11])OC(Cl)(Cl)Cl)Cl.[CH3:13][O:14][C:15](=[O:22])[CH:16]([C:18]([F:21])([F:20])[F:19])[OH:17].C(N(CC)C(C)C)(C)C.[CH3:32][NH:33][CH2:34][CH2:35][C:36]1[CH:41]=[CH:40][CH:39]=[CH:38][CH:37]=1. Product: [F:19][C:18]([F:21])([F:20])[CH:16]([O:17][C:5](=[O:11])[N:33]([CH3:32])[CH2:34][CH2:35][C:36]1[CH:41]=[CH:40][CH:39]=[CH:38][CH:37]=1)[C:15]([O:14][CH3:13])=[O:22]. The catalyst class is: 2. (6) Reactant: [Cl:1][C:2]1[N:7]=[C:6]([CH2:8][C:9]([C:11]2[C:12]([F:29])=[C:13]([NH:17][S:18]([C:21]3[CH:26]=[C:25]([F:27])[CH:24]=[CH:23][C:22]=3[F:28])(=[O:20])=[O:19])[CH:14]=[CH:15][CH:16]=2)=O)[CH:5]=[CH:4][N:3]=1.CC(N(C)C)=O.C1C(=O)N(Br)C(=O)C1.[CH3:44][C@H:45]1[O:50][C@@H:49]([CH3:51])[CH2:48][N:47]([C:52](=[S:54])[NH2:53])[CH2:46]1. Product: [Cl:1][C:2]1[N:7]=[C:6]([C:8]2[S:54][C:52]([N:47]3[CH2:48][C@H:49]([CH3:51])[O:50][C@H:45]([CH3:44])[CH2:46]3)=[N:53][C:9]=2[C:11]2[C:12]([F:29])=[C:13]([NH:17][S:18]([C:21]3[CH:26]=[C:25]([F:27])[CH:24]=[CH:23][C:22]=3[F:28])(=[O:20])=[O:19])[CH:14]=[CH:15][CH:16]=2)[CH:5]=[CH:4][N:3]=1. The catalyst class is: 6. (7) Reactant: Cl[C:2]1[CH:7]=[CH:6][C:5]([C@@H:8]2[C@@H:13]([C:14]3[CH:19]=[CH:18][C:17]([Cl:20])=[CH:16][CH:15]=3)[NH:12][C:11](=[O:21])[CH2:10][CH2:9]2)=[CH:4][CH:3]=1.[H-].[Na+].Br[CH:25]([CH2:33][CH3:34])[C:26]([O:28][C:29]([CH3:32])([CH3:31])[CH3:30])=[O:27].[NH4+].[Cl-:36]. Product: [Cl:36][C:3]1[CH:4]=[C:5]([C@H:8]2[CH2:9][CH2:10][C:11](=[O:21])[N:12]([C@@H:25]([CH2:33][CH3:34])[C:26]([O:28][C:29]([CH3:32])([CH3:31])[CH3:30])=[O:27])[C@@H:13]2[C:14]2[CH:19]=[CH:18][C:17]([Cl:20])=[CH:16][CH:15]=2)[CH:6]=[CH:7][CH:2]=1. The catalyst class is: 3.